Regression/Classification. Given a drug SMILES string, predict its absorption, distribution, metabolism, or excretion properties. Task type varies by dataset: regression for continuous measurements (e.g., permeability, clearance, half-life) or binary classification for categorical outcomes (e.g., BBB penetration, CYP inhibition). Dataset: b3db_classification. From a dataset of Blood-brain barrier permeability classification from the B3DB database. (1) The molecule is COCC1=C(C(=O)O)N2C(=O)[C@@H](NC(=O)C(=NOC)c3csc(N)n3)[C@H]2SC1. The result is 0 (does not penetrate BBB). (2) The molecule is CN(C(=O)CNC(=O)CN)c1ccc(Cl)cc1C(=O)c1ccccc1Cl. The result is 1 (penetrates BBB). (3) The molecule is O=C(Cc1ccc(Cl)c(Cl)c1)N1CCn2ccnc2C1CN1CCCC1. The result is 1 (penetrates BBB). (4) The molecule is O=c1[nH]c2ccccc2n1C1CCN(CCC(c2ccc(F)cc2)c2ccc(F)cc2)CC1. The result is 1 (penetrates BBB). (5) The result is 1 (penetrates BBB). The compound is CCC(CO)NC(=O)C1C=C2c3cccc4c3c(cn4C)CC2N(C)C1. (6) The molecule is O=C(C[C@H]1C[C@H]2CC[C@@H]1C2)NC[C@@H](O)c1ccccc1. The result is 1 (penetrates BBB).